This data is from Forward reaction prediction with 1.9M reactions from USPTO patents (1976-2016). The task is: Predict the product of the given reaction. (1) Given the reactants CS(O[CH2:6][C:7]1[S:15][C:14]2[C:13]([N:16]3[CH2:21][CH2:20][O:19][CH2:18][CH2:17]3)=[N:12][C:11]([Cl:22])=[N:10][C:9]=2[CH:8]=1)(=O)=O.CN.C[CH2:26][N:27](C(C)C)C(C)C, predict the reaction product. The product is: [Cl:22][C:11]1[N:12]=[C:13]([N:16]2[CH2:21][CH2:20][O:19][CH2:18][CH2:17]2)[C:14]2[S:15][C:7]([CH2:6][NH:27][CH3:26])=[CH:8][C:9]=2[N:10]=1. (2) Given the reactants [N:1]1([C:7]2[N:12]=[CH:11][C:10]([C:13]3[CH:18]=[CH:17][N:16]4[C:19]([C:22]5[CH:42]=[CH:41][C:25]([CH2:26][NH:27][C:28]([NH:30][C:31]6[CH:36]=[CH:35][CH:34]=[C:33]([C:37]([F:40])([F:39])[F:38])[CH:32]=6)=[O:29])=[CH:24][CH:23]=5)=[CH:20][N:21]=[C:15]4[CH:14]=3)=[CH:9][CH:8]=2)CCOC[CH2:2]1.C([O-])([O-])=O.[K+].[K+].N1CCNCC1, predict the reaction product. The product is: [CH3:2][NH:1][C:7]1[N:12]=[CH:11][C:10]([C:13]2[CH:18]=[CH:17][N:16]3[C:19]([C:22]4[CH:23]=[CH:24][C:25]([CH2:26][NH:27][C:28]([NH:30][C:31]5[CH:36]=[CH:35][CH:34]=[C:33]([C:37]([F:40])([F:38])[F:39])[CH:32]=5)=[O:29])=[CH:41][CH:42]=4)=[CH:20][N:21]=[C:15]3[CH:14]=2)=[CH:9][CH:8]=1. (3) Given the reactants Br[C:2]1[S:3][CH:4]=[C:5]([CH2:7][N:8]([C:15]2[CH:20]=[CH:19][C:18]([F:21])=[CH:17][CH:16]=2)[C:9](=[O:14])[C:10]([CH3:13])([CH3:12])[CH3:11])[N:6]=1.[NH:22]1[CH2:27][CH2:26][CH2:25][CH:24]([CH2:28][OH:29])[CH2:23]1, predict the reaction product. The product is: [F:21][C:18]1[CH:19]=[CH:20][C:15]([N:8]([CH2:7][C:5]2[N:6]=[C:2]([N:22]3[CH2:27][CH2:26][CH2:25][CH:24]([CH2:28][OH:29])[CH2:23]3)[S:3][CH:4]=2)[C:9](=[O:14])[C:10]([CH3:13])([CH3:12])[CH3:11])=[CH:16][CH:17]=1. (4) Given the reactants Br[C:2]1[CH:3]=[C:4]2[C:9](=[CH:10][CH:11]=1)[N:8]=[C:7]([O:12][CH3:13])[C:6]([CH2:14][N:15]1[CH2:20][CH2:19][C:18]([F:22])([F:21])[CH2:17][CH2:16]1)=[C:5]2[Cl:23].[CH3:24][C:25]1[C:30]([C:31]([C:33]2[N:37]([CH3:38])[N:36]=[N:35][CH:34]=2)=[O:32])=[CH:29][CH:28]=[C:27]([CH3:39])[N:26]=1, predict the reaction product. The product is: [Cl:23][C:5]1[C:4]2[C:9](=[CH:10][CH:11]=[C:2]([C:31]([C:30]3[C:25]([CH3:24])=[N:26][C:27]([CH3:39])=[CH:28][CH:29]=3)([C:33]3[N:37]([CH3:38])[N:36]=[N:35][CH:34]=3)[OH:32])[CH:3]=2)[N:8]=[C:7]([O:12][CH3:13])[C:6]=1[CH2:14][N:15]1[CH2:20][CH2:19][C:18]([F:22])([F:21])[CH2:17][CH2:16]1. (5) The product is: [NH3:8].[CH2:25]([O:24][C:22]1[CH:23]=[C:18]([N:16]2[CH:13]3[CH2:12][CH2:11][CH:10]2[CH2:9][N:8]([C:6]([O:5][C:1]([CH3:4])([CH3:2])[CH3:3])=[O:7])[CH2:15][CH2:14]3)[CH:19]=[N:20][CH:21]=1)[CH3:26]. Given the reactants [C:1]([O:5][C:6]([N:8]1[CH2:15][CH2:14][CH:13]2[NH:16][CH:10]([CH2:11][CH2:12]2)[CH2:9]1)=[O:7])([CH3:4])([CH3:3])[CH3:2].Cl[C:18]1[CH:19]=[N:20][CH:21]=[C:22]([O:24][CH2:25][CH3:26])[CH:23]=1.CC(C)([O-])C.[K+].[OH-].[Na+], predict the reaction product. (6) Given the reactants [N+:1]([C:4]1[CH:5]=[C:6]2[C:10](=[CH:11][CH:12]=1)[NH:9][C:8]([C:13]([O:15][CH2:16][CH3:17])=[O:14])=[CH:7]2)([O-])=O.C([O-])=O.[NH4+], predict the reaction product. The product is: [NH2:1][C:4]1[CH:5]=[C:6]2[C:10](=[CH:11][CH:12]=1)[NH:9][C:8]([C:13]([O:15][CH2:16][CH3:17])=[O:14])=[CH:7]2. (7) Given the reactants Cl.[N:2]1([C:8]2[C:12]3[CH:13]=[CH:14][CH:15]=[CH:16][C:11]=3[S:10][N:9]=2)[CH2:7][CH2:6][NH:5][CH2:4][CH2:3]1.[CH3:17][O:18][C:19]1[C:24]([O:25][CH3:26])=[CH:23][C:22]([CH2:27][C:28](O)=[O:29])=[C:21]([N+:31]([O-:33])=[O:32])[CH:20]=1.C(N(CC)CC)C.O=C1N(P(Cl)(N2CCOC2=O)=O)CCO1, predict the reaction product. The product is: [S:10]1[C:11]2[CH:16]=[CH:15][CH:14]=[CH:13][C:12]=2[C:8]([N:2]2[CH2:7][CH2:6][N:5]([C:28](=[O:29])[CH2:27][C:22]3[CH:23]=[C:24]([O:25][CH3:26])[C:19]([O:18][CH3:17])=[CH:20][C:21]=3[N+:31]([O-:33])=[O:32])[CH2:4][CH2:3]2)=[N:9]1.